This data is from Reaction yield outcomes from USPTO patents with 853,638 reactions. The task is: Predict the reaction yield, written as a fraction of the theoretical maximum amount of product (1.0 means a 100% yield; for example, 0.34 means a 34% yield). (1) The reactants are [CH3:1][O:2][C:3]1[CH:4]=[C:5]2[C:9](=[CH:10][CH:11]=1)[C:8](=[O:12])[CH2:7][CH2:6]2.Cl.C([O:18][N:19]=O)CCC. The catalyst is CO. The product is [CH3:1][O:2][C:3]1[CH:4]=[C:5]2[C:9](=[CH:10][CH:11]=1)[C:8](=[O:12])[C:7](=[N:19][OH:18])[CH2:6]2. The yield is 0.750. (2) No catalyst specified. The product is [CH3:23][N:21]([CH2:20][C:16]1[CH:15]=[C:14]([C:12]2[S:13][C:6]3[C:7](=[N:8][CH:9]=[CH:10][C:5]=3[O:4][C:3]3[CH:24]=[CH:25][C:26]([NH2:28])=[CH:27][C:2]=3[F:1])[CH:11]=2)[CH:19]=[CH:18][CH:17]=1)[CH3:22]. The reactants are [F:1][C:2]1[CH:27]=[C:26]([N+:28]([O-])=O)[CH:25]=[CH:24][C:3]=1[O:4][C:5]1[CH:10]=[CH:9][N:8]=[C:7]2[CH:11]=[C:12]([C:14]3[CH:15]=[C:16]([CH2:20][N:21]([CH3:23])[CH3:22])[CH:17]=[CH:18][CH:19]=3)[S:13][C:6]=12.NC1C=CC(OC2C=CN=C3C=C(C(N4CCCC4)=O)SC=23)=C(F)C=1. The yield is 0.440. (3) The reactants are [CH:1]1([CH2:6][CH:7]([C:11]2[CH:16]=[CH:15][C:14]([S:17]([C:20]([F:23])([F:22])[F:21])(=[O:19])=[O:18])=[CH:13][CH:12]=2)[C:8]([OH:10])=O)[CH2:5][CH2:4][CH2:3][CH2:2]1.C1(P(C2C=CC=CC=2)C2C=CC=CC=2)C=CC=CC=1.BrN1C(=O)CCC1=O.[NH2:51][C:52]1[S:53][CH:54]=[CH:55][N:56]=1. The catalyst is C(Cl)Cl. The product is [CH:1]1([CH2:6][CH:7]([C:11]2[CH:16]=[CH:15][C:14]([S:17]([C:20]([F:22])([F:23])[F:21])(=[O:18])=[O:19])=[CH:13][CH:12]=2)[C:8]([NH:51][C:52]2[S:53][CH:54]=[CH:55][N:56]=2)=[O:10])[CH2:5][CH2:4][CH2:3][CH2:2]1. The yield is 0.240.